Dataset: Full USPTO retrosynthesis dataset with 1.9M reactions from patents (1976-2016). Task: Predict the reactants needed to synthesize the given product. (1) Given the product [CH3:24][O:25][CH2:26][CH2:27][CH2:28][O:1][C:2]1[CH:3]=[CH:4][C:5]([CH2:8][NH:9][C:10](=[O:18])[C:11]2[CH:16]=[CH:15][CH:14]=[N:13][C:12]=2[NH2:17])=[CH:6][CH:7]=1, predict the reactants needed to synthesize it. The reactants are: [OH:1][C:2]1[CH:7]=[CH:6][C:5]([CH2:8][NH:9][C:10](=[O:18])[C:11]2[CH:16]=[CH:15][CH:14]=[N:13][C:12]=2[NH2:17])=[CH:4][CH:3]=1.CS(O)(=O)=O.[CH3:24][O:25][CH2:26][CH2:27][CH3:28].C(=O)([O-])[O-].[Cs+].[Cs+].CN(C=O)C. (2) Given the product [C:9]([C:11]1[CH:16]=[CH:15][C:14]([CH:17]2[CH2:22][CH2:21][N:20]([C:23]([O:25][C:26]([CH3:29])([CH3:28])[CH3:27])=[O:24])[CH2:19][CH2:18]2)=[CH:13][N:12]=1)([OH:10])=[O:8], predict the reactants needed to synthesize it. The reactants are: C([O:8][C:9]([C:11]1[CH:16]=[CH:15][C:14]([C:17]2[CH2:18][CH2:19][N:20]([C:23]([O:25][C:26]([CH3:29])([CH3:28])[CH3:27])=[O:24])[CH2:21][CH:22]=2)=[CH:13][N:12]=1)=[O:10])C1C=CC=CC=1. (3) The reactants are: [Cl:1][C:2]1[CH:3]=[C:4](/[CH:8]=[CH:9]/[C:10]([NH:12][CH2:13][C:14]([OH:16])=O)=[O:11])[CH:5]=[CH:6][CH:7]=1.CCN(C(C)C)C(C)C.CN(C(ON1N=NC2C=CC=NC1=2)=[N+](C)C)C.F[P-](F)(F)(F)(F)F.Cl.[CH3:51][NH:52][CH:53]1[CH2:58][CH2:57][S:56](=[O:60])(=[O:59])[CH2:55][CH2:54]1. Given the product [CH3:51][N:52]([C:14]([CH2:13][NH:12][C:10](/[CH:9]=[CH:8]/[C:4]1[CH:5]=[CH:6][CH:7]=[C:2]([Cl:1])[CH:3]=1)=[O:11])=[O:16])[CH:53]1[CH2:58][CH2:57][S:56](=[O:60])(=[O:59])[CH2:55][CH2:54]1, predict the reactants needed to synthesize it.